The task is: Predict the reaction yield, written as a fraction of the theoretical maximum amount of product (1.0 means a 100% yield; for example, 0.34 means a 34% yield).. This data is from Reaction yield outcomes from USPTO patents with 853,638 reactions. (1) The reactants are [CH3:1][C:2]1[N:3]=[C:4]([N:10]2[C:14](=[O:15])[N:13]([CH2:16][C:17]3[CH:22]=[CH:21][C:20]([C:23]([F:26])([F:25])[F:24])=CC=3)[N:12]=[CH:11]2)[S:5][C:6]=1[C:7]([OH:9])=O.S1C(C(O)=[O:33])=CN=C1.[N:35]1[CH:40]=[CH:39][CH:38]=[C:37]([CH2:41][NH2:42])[CH:36]=1. No catalyst specified. The product is [CH3:1][C:2]1[N:3]=[C:4]([N:10]2[C:14](=[O:15])[N:13]([CH2:16][C:17]3[O:33][C:20]([C:23]([F:26])([F:25])[F:24])=[CH:21][CH:22]=3)[N:12]=[CH:11]2)[S:5][C:6]=1[C:7]([NH:42][CH2:41][C:37]1[CH:36]=[N:35][CH:40]=[CH:39][CH:38]=1)=[O:9]. The yield is 0.570. (2) The reactants are [Cl:1][C:2]1[CH:7]=[C:6]([I:8])[CH:5]=[CH:4][C:3]=1[NH:9][C:10](=O)[CH3:11].C(Cl)Cl.[N-:16]=[N+:17]=[N-:18].[Na+].FC(F)(F)S(OS(C(F)(F)F)(=O)=O)(=O)=O. The catalyst is C(#N)C. The product is [Cl:1][C:2]1[CH:7]=[C:6]([I:8])[CH:5]=[CH:4][C:3]=1[N:9]1[C:10]([CH3:11])=[N:18][N:17]=[N:16]1. The yield is 0.590.